From a dataset of Reaction yield outcomes from USPTO patents with 853,638 reactions. Predict the reaction yield, written as a fraction of the theoretical maximum amount of product (1.0 means a 100% yield; for example, 0.34 means a 34% yield). (1) The reactants are [CH3:1][C:2]1[S:13][C:5]2[NH:6][CH:7]=[C:8]([C:11]#[N:12])[C:9](=O)[C:4]=2[CH:3]=1.P(Cl)(Cl)([Cl:16])=O. No catalyst specified. The product is [Cl:16][C:9]1[C:8]([C:11]#[N:12])=[CH:7][N:6]=[C:5]2[S:13][C:2]([CH3:1])=[CH:3][C:4]=12. The yield is 0.940. (2) The reactants are [N:1]1[CH:6]=[CH:5][CH:4]=[C:3]([NH:7][C:8](=[O:15])OCC(Cl)(Cl)Cl)[CH:2]=1.[F:16][C:17]1[CH:22]=[C:21]([F:23])[CH:20]=[CH:19][C:18]=1[C:24]1[CH:29]=[CH:28][N:27]=[C:26]([N:30]2[CH2:35][CH2:34][NH:33][CH2:32][CH2:31]2)[N:25]=1. The catalyst is C(OCC)(=O)C.CCCCCC. The product is [F:16][C:17]1[CH:22]=[C:21]([F:23])[CH:20]=[CH:19][C:18]=1[C:24]1[CH:29]=[CH:28][N:27]=[C:26]([N:30]2[CH2:31][CH2:32][N:33]([C:8]([NH:7][C:3]3[CH:2]=[N:1][CH:6]=[CH:5][CH:4]=3)=[O:15])[CH2:34][CH2:35]2)[N:25]=1. The yield is 0.360. (3) The reactants are [NH2:1][C:2]1[CH:3]=[CH:4][CH:5]=[C:6]2[C:10]=1[NH:9][C:8]([C:11](=[O:14])[CH2:12][CH3:13])=[C:7]2[CH3:15].[S:16]1[CH:20]=[CH:19][CH:18]=[C:17]1[S:21](Cl)(=[O:23])=[O:22]. The catalyst is N1C=CC=CC=1. The product is [CH3:15][C:7]1[C:6]2[C:10](=[C:2]([NH:1][S:21]([C:17]3[S:16][CH:20]=[CH:19][CH:18]=3)(=[O:23])=[O:22])[CH:3]=[CH:4][CH:5]=2)[NH:9][C:8]=1[C:11](=[O:14])[CH2:12][CH3:13]. The yield is 0.650. (4) The reactants are [CH:1]([C:4]1[CH:9]=[CH:8][CH:7]=[CH:6][C:5]=1[N:10]=[C:11]=[S:12])([CH3:3])[CH3:2].[NH2:13][CH2:14][CH2:15]O. The catalyst is C(OCC)C. The product is [CH:1]([C:4]1[CH:9]=[CH:8][CH:7]=[CH:6][C:5]=1[N:10]=[C:11]1[NH:13][CH2:14][CH2:15][S:12]1)([CH3:3])[CH3:2]. The yield is 0.730.